This data is from Peptide-MHC class I binding affinity with 185,985 pairs from IEDB/IMGT. The task is: Regression. Given a peptide amino acid sequence and an MHC pseudo amino acid sequence, predict their binding affinity value. This is MHC class I binding data. (1) The peptide sequence is TMHQDVATF. The MHC is HLA-A03:01 with pseudo-sequence HLA-A03:01. The binding affinity (normalized) is 0.213. (2) The peptide sequence is VYINHPFMY. The MHC is HLA-B08:01 with pseudo-sequence HLA-B08:01. The binding affinity (normalized) is 0. (3) The peptide sequence is YNYSLTLEW. The MHC is HLA-A29:02 with pseudo-sequence HLA-A29:02. The binding affinity (normalized) is 0.626. (4) The peptide sequence is SFFGPIGKLI. The MHC is HLA-A02:03 with pseudo-sequence HLA-A02:03. The binding affinity (normalized) is 0.142. (5) The peptide sequence is NGYRWQHQI. The MHC is HLA-A33:01 with pseudo-sequence HLA-A33:01. The binding affinity (normalized) is 0.328. (6) The peptide sequence is EQFVGTNSI. The MHC is HLA-B15:03 with pseudo-sequence HLA-B15:03. The binding affinity (normalized) is 0.513.